This data is from Catalyst prediction with 721,799 reactions and 888 catalyst types from USPTO. The task is: Predict which catalyst facilitates the given reaction. (1) Reactant: [H-].[Na+].[CH3:3][CH:4]([OH:8])[CH2:5][CH2:6][CH3:7].[CH3:9][C:10]([C:12]1[CH:17]=[CH:16][C:15](F)=[C:14]([F:19])[CH:13]=1)=[O:11]. Product: [F:19][C:14]1[CH:13]=[C:12]([C:10](=[O:11])[CH3:9])[CH:17]=[CH:16][C:15]=1[O:8][CH:4]([CH3:3])[CH2:5][CH2:6][CH3:7]. The catalyst class is: 39. (2) Reactant: [NH:1]1[C:5]2[CH:6]=[CH:7][CH:8]=[CH:9][C:4]=2[N:3]=[C:2]1[CH2:10][NH:11][C:12]1[CH:17]=[CH:16][C:15]([S:18]([NH:21][C:22]2[N:27]=[C:26]([CH3:28])[CH:25]=[C:24]([CH3:29])[N:23]=2)(=[O:20])=[O:19])=[CH:14][CH:13]=1.[C:30](Cl)(=[O:32])[CH3:31]. Product: [NH:1]1[C:5]2[CH:6]=[CH:7][CH:8]=[CH:9][C:4]=2[N:3]=[C:2]1[CH2:10][N:11]([C:12]1[CH:17]=[CH:16][C:15]([S:18](=[O:20])(=[O:19])[NH:21][C:22]2[N:23]=[C:24]([CH3:29])[CH:25]=[C:26]([CH3:28])[N:27]=2)=[CH:14][CH:13]=1)[C:30](=[O:32])[CH3:31]. The catalyst class is: 529. (3) Product: [CH3:18][C:17]1[O:16][N:15]=[C:14]([C:19]2[CH:24]=[CH:23][CH:22]=[CH:21][CH:20]=2)[C:13]=1[C:10]1[O:9][C:8]([C:6]2[CH:5]=[CH:4][N:3]=[C:2]([N:25]3[CH2:30][CH2:29][O:28][CH2:27][CH2:26]3)[CH:7]=2)=[N:12][N:11]=1. The catalyst class is: 16. Reactant: Cl[C:2]1[CH:7]=[C:6]([C:8]2[O:9][C:10]([C:13]3[C:14]([C:19]4[CH:24]=[CH:23][CH:22]=[CH:21][CH:20]=4)=[N:15][O:16][C:17]=3[CH3:18])=[N:11][N:12]=2)[CH:5]=[CH:4][N:3]=1.[NH:25]1[CH2:30][CH2:29][O:28][CH2:27][CH2:26]1. (4) Reactant: [NH2:1][C:2]1[CH:3]=[N:4][C:5]2[C:10]([C:11]=1[NH:12][CH2:13][CH2:14][CH2:15][C:16]([O:18][CH2:19][CH3:20])=[O:17])=[N:9][CH:8]=[CH:7][CH:6]=2.[C:21](Cl)(=O)[CH2:22][CH2:23][CH3:24].C(N(CC)CC)C.Cl.N1C=CC=CC=1. Product: [CH2:22]([C:21]1[N:12]([CH2:13][CH2:14][CH2:15][C:16]([O:18][CH2:19][CH3:20])=[O:17])[C:11]2[C:10]3[N:9]=[CH:8][CH:7]=[CH:6][C:5]=3[N:4]=[CH:3][C:2]=2[N:1]=1)[CH2:23][CH3:24]. The catalyst class is: 429. (5) Product: [ClH:1].[Cl:1][C:2]1[C:7]([NH:8][CH:9]([CH3:11])[CH3:10])=[CH:6][CH:5]=[CH:4][C:3]=1[C:12]1[O:13][C:14]2[C:19]([C:20](=[O:22])[CH:21]=1)=[C:18]([OH:23])[CH:17]=[C:16]([OH:24])[C:15]=2[C@@H:25]1[CH2:29][CH2:28][N:27]([CH3:30])[C@H:26]1[CH2:31][OH:32]. The catalyst class is: 5. Reactant: [Cl:1][C:2]1[C:7]([NH:8][CH:9]([CH3:11])[CH3:10])=[CH:6][CH:5]=[CH:4][C:3]=1[C:12]1[O:13][C:14]2[C:19]([C:20](=[O:22])[CH:21]=1)=[C:18]([OH:23])[CH:17]=[C:16]([OH:24])[C:15]=2[C@@H:25]1[CH2:29][CH2:28][N:27]([CH3:30])[C@H:26]1[CH2:31][OH:32].Cl. (6) Reactant: [Cl:1][C:2]1[C:3]2[C:47]([F:48])=[CH:46][CH:45]=[C:44]([F:49])[C:4]=2[S:5][C:6]=1[C:7]([N:9]([CH2:25][C:26]1[CH:31]=[C:30]([C:32]2[CH:37]=[CH:36][N:35]=[C:34]([C:38](=[O:41])[NH:39][CH3:40])[CH:33]=2)[CH:29]=[CH:28][C:27]=1[O:42][CH3:43])[CH:10]1[CH2:15][CH2:14][CH:13]([N:16]([CH3:24])[C:17](=[O:23])[O:18][C:19]([CH3:22])([CH3:21])[CH3:20])[CH2:12][CH2:11]1)=[O:8].[H-].[Na+].I[CH3:53]. Product: [Cl:1][C:2]1[C:3]2[C:47]([F:48])=[CH:46][CH:45]=[C:44]([F:49])[C:4]=2[S:5][C:6]=1[C:7]([N:9]([CH2:25][C:26]1[CH:31]=[C:30]([C:32]2[CH:37]=[CH:36][N:35]=[C:34]([C:38](=[O:41])[N:39]([CH3:53])[CH3:40])[CH:33]=2)[CH:29]=[CH:28][C:27]=1[O:42][CH3:43])[CH:10]1[CH2:15][CH2:14][CH:13]([N:16]([CH3:24])[C:17](=[O:23])[O:18][C:19]([CH3:22])([CH3:21])[CH3:20])[CH2:12][CH2:11]1)=[O:8]. The catalyst class is: 20. (7) Reactant: Br[CH2:2][C:3]([CH:5]1[CH2:7][CH:6]1[C:8]1[N:18]=[C:11]2[C:12]([CH3:17])=[N:13][CH:14]=[C:15]([CH3:16])[N:10]2[N:9]=1)=O.[CH3:19][O:20][C:21]1[CH:26]=[CH:25][N:24]=[C:23]([NH2:27])[C:22]=1[CH3:28].C(=O)(O)[O-].[Na+]. Product: [CH3:19][O:20][C:21]1[CH:26]=[CH:25][N:24]2[CH:2]=[C:3]([CH:5]3[CH2:7][CH:6]3[C:8]3[N:18]=[C:11]4[C:12]([CH3:17])=[N:13][CH:14]=[C:15]([CH3:16])[N:10]4[N:9]=3)[N:27]=[C:23]2[C:22]=1[CH3:28]. The catalyst class is: 14. (8) Reactant: [F:1][C:2]1[C:19]([C:20]2[CH:25]=[CH:24][CH:23]=[C:22]([F:26])[CH:21]=2)=[CH:18][C:17]([CH3:27])=[CH:16][C:3]=1[C:4]([NH:6][C:7]1[C:12]([F:13])=[CH:11][CH:10]=[C:9]([OH:14])[C:8]=1[CH3:15])=O. Product: [F:13][C:12]1[CH:11]=[CH:10][C:9]([OH:14])=[C:8]([CH3:15])[C:7]=1[NH:6][CH2:4][C:3]1[CH:16]=[C:17]([CH3:27])[CH:18]=[C:19]([C:20]2[CH:25]=[CH:24][CH:23]=[C:22]([F:26])[CH:21]=2)[C:2]=1[F:1]. The catalyst class is: 1. (9) Reactant: [NH2:1][C:2]1[CH:3]=[C:4]([C:9]2[N:10]=[CH:11][C:12]3[CH:13]=[CH:14][C:15]4[C:21]5[C:22](=[O:25])[CH2:23][CH2:24][C:20]=5[NH:19][C:16]=4[C:17]=3[CH:18]=2)[CH:5]=[CH:6][C:7]=1F.[C:26](Cl)([CH:28]=[CH2:29])=[O:27].C([O-])(O)=O.[Na+]. Product: [O:25]=[C:22]1[C:21]2[C:15]3[CH:14]=[CH:13][C:12]4[CH:11]=[N:10][C:9]([C:4]5[CH:3]=[C:2]([NH:1][C:26](=[O:27])[CH:28]=[CH2:29])[CH:7]=[CH:6][CH:5]=5)=[CH:18][C:17]=4[C:16]=3[NH:19][C:20]=2[CH2:24][CH2:23]1. The catalyst class is: 2.